Dataset: Full USPTO retrosynthesis dataset with 1.9M reactions from patents (1976-2016). Task: Predict the reactants needed to synthesize the given product. (1) Given the product [C:26]([NH:25][C:21]1[C:22]([Cl:24])=[CH:23][C:18]([C:17]([NH:16][CH:14]([CH3:15])[C:13]([N:9]2[CH2:10][CH2:11][CH2:12][CH:8]2[C:6]([OH:7])=[O:5])=[O:32])=[O:31])=[C:19]([O:29][CH3:30])[CH:20]=1)(=[O:28])[CH3:27], predict the reactants needed to synthesize it. The reactants are: C([O:5][C:6]([CH:8]1[CH2:12][CH2:11][CH2:10][N:9]1[C:13](=[O:32])[CH:14]([NH:16][C:17](=[O:31])[C:18]1[CH:23]=[C:22]([Cl:24])[C:21]([NH:25][C:26](=[O:28])[CH3:27])=[CH:20][C:19]=1[O:29][CH3:30])[CH3:15])=[O:7])(C)(C)C.C(O)(C(F)(F)F)=O.C(Cl)Cl. (2) Given the product [Cl:24][C:25]1[N:30]=[CH:29][C:28]([C:31]([OH:32])([C:33]2[N:34]([CH3:38])[CH:35]=[N:36][CH:37]=2)[C:2]2[CH:3]=[C:4]3[C:9](=[CH:10][CH:11]=2)[NH:8][C:7](=[O:12])[CH:6]=[C:5]3[C:14]2[CH:19]=[CH:18][CH:17]=[C:16]([O:20][CH:21]([CH3:23])[CH3:22])[CH:15]=2)=[CH:27][CH:26]=1, predict the reactants needed to synthesize it. The reactants are: Br[C:2]1[CH:3]=[C:4]2[C:9](=[CH:10][CH:11]=1)[N:8]=[C:7]([O:12]C)[CH:6]=[C:5]2[C:14]1[CH:19]=[CH:18][CH:17]=[C:16]([O:20][CH:21]([CH3:23])[CH3:22])[CH:15]=1.[Cl:24][C:25]1[N:30]=[CH:29][C:28]([C:31]([C:33]2[N:34]([CH3:38])[CH:35]=[N:36][CH:37]=2)=[O:32])=[CH:27][CH:26]=1. (3) Given the product [NH2:2][C:3]1[C:4]2[C:30]([CH3:36])([C:31]([NH2:1])=[O:33])[C:29](=[O:37])[NH:28][C:5]=2[N:6]=[C:7]([C:9]2[C:17]3[C:12](=[CH:13][C:14]([Cl:18])=[CH:15][CH:16]=3)[N:11]([CH2:19][CH2:20][C:21]([F:27])([F:26])[C:22]([F:24])([F:23])[F:25])[N:10]=2)[N:8]=1, predict the reactants needed to synthesize it. The reactants are: [NH3:1].[NH2:2][C:3]1[C:4]2[C:30]([CH3:36])([C:31]([O:33]CC)=O)[C:29](=[O:37])[NH:28][C:5]=2[N:6]=[C:7]([C:9]2[C:17]3[C:12](=[CH:13][C:14]([Cl:18])=[CH:15][CH:16]=3)[N:11]([CH2:19][CH2:20][C:21]([F:27])([F:26])[C:22]([F:25])([F:24])[F:23])[N:10]=2)[N:8]=1. (4) Given the product [C:118]([C:121]1[C:126]([C:127]2[CH:132]=[CH:131][C:130]([F:61])=[CH:129][CH:128]=2)=[N:125][N:124]([CH2:134][CH:135]2[CH2:2][CH2:7]2)[C:123](=[O:136])[C:122]=1[NH:137][C:138]1[CH:139]=[C:140]([CH:144]=[CH:145][CH:146]=1)[C:141]([NH2:143])=[O:142])(=[O:120])[CH3:119], predict the reactants needed to synthesize it. The reactants are: N[C:2]1[CH:7]=CC=CC=1.C(C1C(C2C=CC=C(Cl)C=2)=NN(CC)C(=O)C=1NC1C=CC=CC=1Cl)(=O)C.C(C1C(C2C=CC=C(Cl)C=2)=NN(CC)C(=O)C=1NC1C=CC=CC=1[F:61])(=O)C.C(C1C(C2C=CC=C(Cl)C=2)=NN(CC)C(=O)C=1NC1C=C(C=CC=1)C#N)(=O)C.C(C1C(C2C=CC=C(Cl)C=2)=NN(CC)C(=O)C=1NC1C=CC(CO)=CC=1)(=O)C.[C:118]([C:121]1[C:126]([C:127]2[CH:132]=[CH:131][CH:130]=[C:129](Cl)[CH:128]=2)=[N:125][N:124]([CH2:134][CH3:135])[C:123](=[O:136])[C:122]=1[NH:137][C:138]1[CH:139]=[C:140]([CH:144]=[CH:145][CH:146]=1)[C:141]([NH2:143])=[O:142])(=[O:120])[CH3:119].